From a dataset of Catalyst prediction with 721,799 reactions and 888 catalyst types from USPTO. Predict which catalyst facilitates the given reaction. (1) Reactant: [CH:1](=[C:8]1[CH2:20][CH2:19][C:18]2[C:17]3[C:12](=[CH:13][CH:14]=[C:15]([Cl:22])[C:16]=3[Cl:21])[NH:11][C:10]=2[C:9]1=[O:23])[C:2]1[CH:7]=[CH:6][CH:5]=[CH:4][CH:3]=1. Product: [CH2:1]([CH:8]1[CH2:20][CH2:19][C:18]2[C:17]3[C:12](=[CH:13][CH:14]=[C:15]([Cl:22])[C:16]=3[Cl:21])[NH:11][C:10]=2[C:9]1=[O:23])[C:2]1[CH:3]=[CH:4][CH:5]=[CH:6][CH:7]=1. The catalyst class is: 99. (2) Reactant: C([O:3][C:4](=[O:28])[C:5]([CH3:27])([O:7][C:8]1[CH:13]=[CH:12][CH:11]=[C:10]([NH:14][CH2:15][CH2:16][C:17]2[CH:22]=[CH:21][C:20]([C:23]([F:26])([F:25])[F:24])=[CH:19][CH:18]=2)[CH:9]=1)[CH3:6])C.[Li+].[OH-]. Product: [CH3:27][C:5]([O:7][C:8]1[CH:13]=[CH:12][CH:11]=[C:10]([NH:14][CH2:15][CH2:16][C:17]2[CH:18]=[CH:19][C:20]([C:23]([F:24])([F:26])[F:25])=[CH:21][CH:22]=2)[CH:9]=1)([CH3:6])[C:4]([OH:28])=[O:3]. The catalyst class is: 20.